Dataset: Forward reaction prediction with 1.9M reactions from USPTO patents (1976-2016). Task: Predict the product of the given reaction. Given the reactants [F:1][C:2]1[CH:9]=[CH:8][C:5]([CH:6]=O)=[CH:4][CH:3]=1.[NH:10]1[CH2:15][CH2:14][CH2:13][CH2:12][CH2:11]1.CC(O)=O, predict the reaction product. The product is: [F:1][C:2]1[CH:9]=[CH:8][C:5]([CH2:6][N:10]2[CH2:15][CH2:14][CH2:13][CH2:12][CH2:11]2)=[CH:4][CH:3]=1.